Dataset: Full USPTO retrosynthesis dataset with 1.9M reactions from patents (1976-2016). Task: Predict the reactants needed to synthesize the given product. (1) Given the product [OH:25][C:2]1[CH:3]=[CH:4][C:5]2[N:6]([C:8]([CH2:15][N:16]3[CH2:20][CH:19]([CH2:21][CH2:22][CH3:23])[CH2:18][C:17]3=[O:24])=[C:9]([C:11]([F:14])([F:13])[F:12])[N:10]=2)[N:7]=1, predict the reactants needed to synthesize it. The reactants are: Cl[C:2]1[CH:3]=[CH:4][C:5]2[N:6]([C:8]([CH2:15][N:16]3[CH2:20][CH:19]([CH2:21][CH2:22][CH3:23])[CH2:18][C:17]3=[O:24])=[C:9]([C:11]([F:14])([F:13])[F:12])[N:10]=2)[N:7]=1.[OH-:25].[Na+].C(#N)C.O. (2) Given the product [C:13]([C:15]1[CH:16]=[CH:17][C:18]([O:21][CH2:22][CH:23]2[CH2:27][N:26]([CH:28]3[CH:29]4[CH2:36][CH2:35][CH2:34][CH:33]3[CH2:32][CH:31]([C:37]([NH2:4])=[O:39])[CH2:30]4)[C:25](=[O:40])[C:24]2([CH3:41])[CH3:42])=[N:19][CH:20]=1)#[N:14], predict the reactants needed to synthesize it. The reactants are: Cl.C([N:4]=C=NCCCN(C)C)C.[C:13]([C:15]1[CH:16]=[CH:17][C:18]([O:21][CH2:22][CH:23]2[CH2:27][N:26]([CH:28]3[CH:33]4[CH2:34][CH2:35][CH2:36][CH:29]3[CH2:30][CH:31]([C:37]([OH:39])=O)[CH2:32]4)[C:25](=[O:40])[C:24]2([CH3:42])[CH3:41])=[N:19][CH:20]=1)#[N:14].O.ON1C2C=CC=CC=2N=N1.C(N(C(C)C)CC)(C)C.N. (3) Given the product [F:12][C:4]1[C:5]([O:10][CH3:11])=[CH:6][C:7]([O:8][CH3:9])=[C:2]([F:1])[C:3]=1[N:13]1[C:22](=[O:23])[C:21]2([CH2:24][CH2:25]2)[C:20]2[C:15](=[CH:16][N:17]=[C:18]([CH:26]3[CH2:31][CH2:30][CH2:29][NH:28][CH2:27]3)[CH:19]=2)[CH2:14]1, predict the reactants needed to synthesize it. The reactants are: [F:1][C:2]1[C:7]([O:8][CH3:9])=[CH:6][C:5]([O:10][CH3:11])=[C:4]([F:12])[C:3]=1[N:13]1[C:22](=[O:23])[C:21]2([CH2:25][CH2:24]2)[C:20]2[C:15](=[CH:16][N:17]=[C:18]([CH:26]3[CH2:31][CH2:30][CH2:29][N:28](C(OC(C)(C)C)=O)[CH2:27]3)[CH:19]=2)[CH2:14]1.FC(F)(F)C(O)=O.